This data is from Forward reaction prediction with 1.9M reactions from USPTO patents (1976-2016). The task is: Predict the product of the given reaction. (1) Given the reactants Br[C:2]1[CH:8]=[CH:7][C:5]([OH:6])=[CH:4][C:3]=1[OH:9].[C:10]1(B(O)O)[CH:15]=[CH:14][CH:13]=[CH:12][CH:11]=1.C(=O)([O-])[O-].[Na+].[Na+], predict the reaction product. The product is: [C:2]1([C:10]2[CH:15]=[CH:14][CH:13]=[CH:12][CH:11]=2)[C:3]([OH:9])=[CH:4][C:5]([OH:6])=[CH:7][CH:8]=1. (2) Given the reactants [OH:1][CH2:2][CH:3]1[CH2:8][CH2:7][N:6]([C:9]([O:11][C:12]([CH3:15])([CH3:14])[CH3:13])=[O:10])[CH2:5][CH2:4]1.O[N:17]1[C:25](=[O:26])[C:24]2[C:19](=[CH:20][CH:21]=[CH:22][CH:23]=2)[C:18]1=[O:27], predict the reaction product. The product is: [O:27]=[C:18]1[C:19]2[C:24](=[CH:23][CH:22]=[CH:21][CH:20]=2)[C:25](=[O:26])[N:17]1[O:1][CH2:2][CH:3]1[CH2:8][CH2:7][N:6]([C:9]([O:11][C:12]([CH3:15])([CH3:14])[CH3:13])=[O:10])[CH2:5][CH2:4]1. (3) Given the reactants [CH:1]1[C:10]2[C:5](=[CH:6][CH:7]=[CH:8][CH:9]=2)[CH:4]=[CH:3][C:2]=1[CH2:11][N:12]1[CH:17]2[CH2:18][CH2:19][CH:13]1[CH2:14][CH:15]([NH2:20])[CH2:16]2.Cl[C:22]1[C:31]2[C:26](=[CH:27][CH:28]=[C:29]([O:32][CH3:33])[CH:30]=2)[C:25]([C:34]2[CH:39]=[CH:38][C:37]([O:40][CH3:41])=[CH:36][CH:35]=2)=[N:24][N:23]=1, predict the reaction product. The product is: [CH3:33][O:32][C:29]1[CH:30]=[C:31]2[C:26]([C:25]([C:34]3[CH:39]=[CH:38][C:37]([O:40][CH3:41])=[CH:36][CH:35]=3)=[N:24][N:23]=[C:22]2[NH:20][CH:15]2[CH2:16][CH:17]3[N:12]([CH2:11][C:2]4[CH:3]=[CH:4][C:5]5[C:10](=[CH:9][CH:8]=[CH:7][CH:6]=5)[CH:1]=4)[CH:13]([CH2:19][CH2:18]3)[CH2:14]2)=[CH:27][CH:28]=1. (4) Given the reactants [CH3:1][O:2][C:3]1[CH:8]=[C:7]([N:9]2[CH2:14][CH2:13][CH:12]([N:15]3[CH2:20][CH2:19][N:18]([CH3:21])[CH2:17][CH2:16]3)[CH2:11][CH2:10]2)[CH:6]=[CH:5][C:4]=1[NH2:22].CS([C:26]1[N:31]=[CH:30][C:29]2=[CH:32][CH:33]=[C:34]([C:35]3[CH:40]=[CH:39][CH:38]=[CH:37][C:36]=3[O:41][CH3:42])[N:28]2[N:27]=1)=O.C(N(CC)C(C)C)(C)C.COCCO, predict the reaction product. The product is: [CH3:1][O:2][C:3]1[CH:8]=[C:7]([N:9]2[CH2:14][CH2:13][CH:12]([N:15]3[CH2:20][CH2:19][N:18]([CH3:21])[CH2:17][CH2:16]3)[CH2:11][CH2:10]2)[CH:6]=[CH:5][C:4]=1[NH:22][C:26]1[N:31]=[CH:30][C:29]2=[CH:32][CH:33]=[C:34]([C:35]3[CH:40]=[CH:39][CH:38]=[CH:37][C:36]=3[O:41][CH3:42])[N:28]2[N:27]=1. (5) Given the reactants [CH2:1]([O:3][C:4](=[O:25])[CH2:5][C:6]1[CH:11]=[CH:10][CH:9]=[C:8]([O:12][C:13]2[CH:18]=[CH:17][C:16]([C:19]([F:22])([F:21])[F:20])=[CH:15][C:14]=2[CH:23]=[O:24])[CH:7]=1)[CH3:2].[BH4-].[Na+], predict the reaction product. The product is: [CH2:1]([O:3][C:4](=[O:25])[CH2:5][C:6]1[CH:11]=[CH:10][CH:9]=[C:8]([O:12][C:13]2[CH:18]=[CH:17][C:16]([C:19]([F:20])([F:21])[F:22])=[CH:15][C:14]=2[CH2:23][OH:24])[CH:7]=1)[CH3:2]. (6) Given the reactants [N+:1]([C:4]1[CH:9]=[CH:8][CH:7]=[CH:6][C:5]=1[C:10]1[CH:15]=[CH:14][N:13]=[CH:12][CH:11]=1)([O-])=O.Cl, predict the reaction product. The product is: [N:13]1[CH:14]=[CH:15][C:10]([C:5]2[CH:6]=[CH:7][CH:8]=[CH:9][C:4]=2[NH2:1])=[CH:11][CH:12]=1.